This data is from Catalyst prediction with 721,799 reactions and 888 catalyst types from USPTO. The task is: Predict which catalyst facilitates the given reaction. Reactant: [H-].[Na+].[F:3][C:4]([F:10])([F:9])[C:5]([CH3:8])([OH:7])[CH3:6].Br[CH2:12][C:13]1[CH:18]=[CH:17][CH:16]=[C:15]([Cl:19])[CH:14]=1.O. Product: [Cl:19][C:15]1[CH:16]=[CH:17][CH:18]=[C:13]([CH2:12][O:7][C:5]([CH3:8])([CH3:6])[C:4]([F:10])([F:9])[F:3])[CH:14]=1. The catalyst class is: 9.